This data is from Forward reaction prediction with 1.9M reactions from USPTO patents (1976-2016). The task is: Predict the product of the given reaction. (1) The product is: [F:1][C:2]([F:30])([F:31])[C:3]1[CH:4]=[C:5]([CH:23]=[C:24]([C:26]([F:29])([F:28])[F:27])[CH:25]=1)[CH2:6][N:7]([CH2:8][C:9]1[CH:14]=[CH:13][CH:12]=[CH:11][C:10]=1[C:15]1[CH:20]=[CH:19][CH:18]=[CH:17][C:16]=1[O:21][CH3:22])[CH3:34]. Given the reactants [F:1][C:2]([F:31])([F:30])[C:3]1[CH:4]=[C:5]([CH:23]=[C:24]([C:26]([F:29])([F:28])[F:27])[CH:25]=1)[CH2:6][NH:7][CH2:8][C:9]1[CH:14]=[CH:13][CH:12]=[CH:11][C:10]=1[C:15]1[CH:20]=[CH:19][CH:18]=[CH:17][C:16]=1[O:21][CH3:22].C=O.[C:34]([BH3-])#N.[Na+].O, predict the reaction product. (2) Given the reactants [N+:1]([C:4]1[CH:5]=[N:6][NH:7][CH:8]=1)([O-:3])=[O:2].C1(N(C)C2CCCCC2)CCCCC1.[CH3:23][Si:24]([CH2:27][CH2:28][O:29][CH2:30]Cl)([CH3:26])[CH3:25], predict the reaction product. The product is: [N+:1]([C:4]1[CH:5]=[N:6][N:7]([CH2:30][O:29][CH2:28][CH2:27][Si:24]([CH3:26])([CH3:25])[CH3:23])[CH:8]=1)([O-:3])=[O:2].